Dataset: Drug-target binding data from BindingDB using Ki measurements. Task: Regression. Given a target protein amino acid sequence and a drug SMILES string, predict the binding affinity score between them. We predict pKi (pKi = -log10(Ki in M); higher means stronger inhibition). Dataset: bindingdb_ki. (1) The small molecule is Cc1ccc(Cn2nc(C(=O)NC3C(C)(C)C4CC[C@@]3(C)C4)cc2-c2ccc(Cl)c(C)c2)cc1. The target protein (P20396) has sequence MPGPWLLLALALTLNLTGVPGGRAQPEAAQQEAVTAAEHPGLDDFLRQVERLLFLRENIQRLQGDQGEHSASQIFQSDWLSKRQHPGKREEEEEEGVEEEEEEEGGAVGPHKRQHPGRREDEASWSVDVTQHKRQHPGRRSPWLAYAVPKRQHPGRRLADPKAQRSWEEEEEEEEREEDLMPEKRQHPGKRALGGPCGPQGAYGQAGLLLGLLDDLSRSQGAEEKRQHPGRRAAWVREPLEE. The pKi is 5.0. (2) The compound is CC(C)OP(=O)(OC(C)C)C(S)c1ccccc1. The target protein (P52700) has sequence MRSTLLAFALAVALPAAHTSAAEVPLPQLRAYTVDASWLQPMAPLQIADHTWQIGTEDLTALLVQTPDGAVLLDGGMPQMASHLLDNMKARGVTPRDLRLILLSHAHADHAGPVAELKRRTGAKVAANAESAVLLARGGSDDLHFGDGITYPPANADRIVMDGEVITVGGIVFTAHFMAGHTPGSTAWTWTDTRNGKPVRIAYADSLSAPGYQLQGNPRYPHLIEDYRRSFATVRALPCDVLLTPHPGASNWDYAAGARAGAKALTCKAYADAAEQKFDGQLAKETAGAR. The pKi is 4.7.